Dataset: Forward reaction prediction with 1.9M reactions from USPTO patents (1976-2016). Task: Predict the product of the given reaction. (1) Given the reactants [CH3:1][C:2]1[CH:7]=[CH:6][C:5]([S:8]([O:11][CH2:12][CH2:13][C@@:14]2([O:53][CH3:54])[C@H:19]([O:20]CC3C=CC=CC=3)[C@@H:18]([O:28]CC3C=CC=CC=3)[C@H:17]([O:36]CC3C=CC=CC=3)[C@@H:16]([CH2:44][O:45]CC3C=CC=CC=3)[O:15]2)(=[O:10])=[O:9])=[CH:4][CH:3]=1, predict the reaction product. The product is: [CH3:1][C:2]1[CH:7]=[CH:6][C:5]([S:8]([O:11][CH2:12][CH2:13][C@@:14]2([O:53][CH3:54])[C@H:19]([OH:20])[C@@H:18]([OH:28])[C@H:17]([OH:36])[C@@H:16]([CH2:44][OH:45])[O:15]2)(=[O:9])=[O:10])=[CH:4][CH:3]=1. (2) Given the reactants [Br:1][C:2]1[CH:7]=[CH:6][C:5]([CH2:8][CH2:9]O)=[C:4]([CH:11]([C:13]2[CH:17]=[C:16]([CH:18]3[O:22]CCO3)[S:15][CH:14]=2)[OH:12])[CH:3]=1.C(O)(C(F)(F)F)=O.C([O-])(O)=O.[Na+], predict the reaction product. The product is: [Br:1][C:2]1[CH:3]=[C:4]2[C:5]([CH2:8][CH2:9][O:12][CH:11]2[C:13]2[CH:17]=[C:16]([CH:18]=[O:22])[S:15][CH:14]=2)=[CH:6][CH:7]=1.